Dataset: Forward reaction prediction with 1.9M reactions from USPTO patents (1976-2016). Task: Predict the product of the given reaction. (1) The product is: [F:1][C:2]1[CH:9]=[CH:8][CH:7]=[CH:6][C:3]=1[CH:4]1[CH2:5][O:12]1. Given the reactants [F:1][C:2]1[CH:9]=[CH:8][CH:7]=[CH:6][C:3]=1[CH:4]=[CH2:5].C(O)(=[O:12])C.BrN1C(=O)CCC1=O.C(=O)([O-])[O-].[Na+].[Na+].[OH-].[Na+], predict the reaction product. (2) Given the reactants O([C:9]([O:11][C:12]([CH3:15])([CH3:14])[CH3:13])=[O:10])[C:9]([O:11][C:12]([CH3:15])([CH3:14])[CH3:13])=[O:10].C1COCC1.C(=O)([O-])[O-].[K+].[K+].[C:27]1([NH2:34])[CH:32]=[CH:31][CH:30]=[CH:29][C:28]=1[NH2:33], predict the reaction product. The product is: [C:12]([O:11][C:9]([NH:33][C:28]1[C:27]([NH2:34])=[CH:32][CH:31]=[CH:30][CH:29]=1)=[O:10])([CH3:13])([CH3:14])[CH3:15]. (3) Given the reactants Cl.[C:2]([NH:5][C:6]1[CH:7]=[C:8]([C:12]2[CH2:13][CH2:14][N:15](C(OC(C)(C)C)=O)[CH2:16][CH:17]=2)[CH:9]=[CH:10][CH:11]=1)(=[O:4])[CH3:3], predict the reaction product. The product is: [NH:15]1[CH2:14][CH:13]=[C:12]([C:8]2[CH:7]=[C:6]([NH:5][C:2](=[O:4])[CH3:3])[CH:11]=[CH:10][CH:9]=2)[CH2:17][CH2:16]1. (4) The product is: [CH2:14]([O:13][C@@H:12]1[C@H:23]([OH:24])[C@@H:25]([CH2:27][OH:28])[O:26][C@H:11]1[N:8]1[C:9]2[N:10]=[C:2]([NH2:1])[NH:3][C:4](=[O:42])[C:5]=2[N:6]=[CH:7]1)[CH2:15][CH2:16][CH2:17][CH2:18][CH2:19][CH2:20][CH2:21][CH3:22]. Given the reactants [NH2:1][C:2]1[N:10]=[C:9]2[C:5]([N:6]=[CH:7][N:8]2[C@@H:11]2[O:26][C@H:25]([CH2:27][OH:28])[C@@H:23]([OH:24])[C@H:12]2[O:13][CH2:14][CH2:15][CH2:16][CH2:17][CH2:18][CH2:19][CH2:20][CH2:21][CH3:22])=[C:4](N)[N:3]=1.NC1N=C2C(N=CN2[C@@H]2O[C@H](CO)[C@@H](OCCCCCCCCC)[C@H]2[OH:42])=C(N)N=1.CS(C)=O.[C@@H]1(N2C3N=CN=C(N)C=3N=C2)O[C@H](CO)[C@@H](O)[C@H]1O, predict the reaction product. (5) Given the reactants C[O:2][C:3]([C:5]1[CH:13]=[C:12]2[C:8]([CH:9]=[N:10][N:11]2[C:14]2[CH:19]=[CH:18][CH:17]=[CH:16][CH:15]=2)=[C:7](C2C=CC(C)=CN=2)[CH:6]=1)=[O:4].[OH-].[Na+], predict the reaction product. The product is: [C:14]1([N:11]2[C:12]3[C:8](=[CH:7][CH:6]=[C:5]([C:3]([OH:4])=[O:2])[CH:13]=3)[CH:9]=[N:10]2)[CH:15]=[CH:16][CH:17]=[CH:18][CH:19]=1. (6) Given the reactants [CH3:1][O:2][C:3]([C@@H:5]([N:13]1[CH2:18][C:17]2[CH:19]=[CH:20][S:21][C:16]=2[CH2:15][CH2:14]1)[C:6]1[C:11]([Cl:12])=[CH:10][CH:9]=[CH:8][CH:7]=1)=[O:4].OS(O)(=O)=O, predict the reaction product. The product is: [CH3:1][O:2][C:3]([C@@H:5]([N:13]1[CH2:18][C:17]2[CH:19]=[CH:20][S:21][C:16]=2[CH2:15][CH2:14]1)[C:6]1[CH:7]=[CH:8][CH:9]=[CH:10][C:11]=1[Cl:12])=[O:4]. (7) Given the reactants Br[C:2]1[CH:7]=[CH:6][CH:5]=[C:4]([Cl:8])[C:3]=1[C:9]1[CH:14]=[CH:13][CH:12]=[C:11]([CH2:15][CH3:16])[CH:10]=1.[CH3:17][O:18][CH2:19][CH2:20][CH2:21][CH2:22][NH2:23].C1C=CC(P(C2C(C3C(P(C4C=CC=CC=4)C4C=CC=CC=4)=CC=C4C=3C=CC=C4)=C3C(C=CC=C3)=CC=2)C2C=CC=CC=2)=CC=1.CC([O-])(C)C.[K+], predict the reaction product. The product is: [Cl:8][C:4]1[C:3]([C:9]2[CH:14]=[CH:13][CH:12]=[C:11]([CH2:15][CH3:16])[CH:10]=2)=[C:2]([NH:23][CH2:22][CH2:21][CH2:20][CH2:19][O:18][CH3:17])[CH:7]=[CH:6][CH:5]=1. (8) Given the reactants C[S:2]([C:5]1[N:10]=[C:9]([C:11]2[C:19]3[C:14](=[N:15][CH:16]=[C:17]([C:20]([F:23])([F:22])[F:21])[CH:18]=3)[N:13](S(C3C=CC(C)=CC=3)(=O)=O)[CH:12]=2)[C:8]([C:34]#[N:35])=[CH:7][N:6]=1)(=O)=O.[C:36]1(S)[CH:41]=[CH:40][CH:39]=[CH:38][CH:37]=1.CCN(C(C)C)C(C)C.O[Li].O, predict the reaction product. The product is: [C:36]1([S:2][C:5]2[N:10]=[C:9]([C:11]3[C:19]4[C:14](=[N:15][CH:16]=[C:17]([C:20]([F:23])([F:22])[F:21])[CH:18]=4)[NH:13][CH:12]=3)[C:8]([C:34]#[N:35])=[CH:7][N:6]=2)[CH:41]=[CH:40][CH:39]=[CH:38][CH:37]=1. (9) Given the reactants [NH2:1][C:2]1[C:7]([C:8]2[N:17]([C:18]3[CH:23]=[CH:22][C:21]([C:24]4([NH:28][C:29](=[O:35])[O:30][C:31]([CH3:34])([CH3:33])[CH3:32])[CH2:27][CH2:26][CH2:25]4)=[CH:20][CH:19]=3)[C:11]3=[N:12][C:13](Cl)=[CH:14][CH:15]=[C:10]3[N:9]=2)=[CH:6][CH:5]=[CH:4][N:3]=1.[CH3:36][N:37]([CH3:61])[C:38]([CH:40]1[O:45][CH2:44][CH2:43][N:42]([C:46]2[CH:51]=[CH:50][CH:49]=[C:48](B3OC(C)(C)C(C)(C)O3)[CH:47]=2)[CH2:41]1)=[O:39].[OH-].[Na+], predict the reaction product. The product is: [NH2:1][C:2]1[C:7]([C:8]2[N:17]([C:18]3[CH:23]=[CH:22][C:21]([C:24]4([NH:28][C:29](=[O:35])[O:30][C:31]([CH3:34])([CH3:33])[CH3:32])[CH2:27][CH2:26][CH2:25]4)=[CH:20][CH:19]=3)[C:11]3=[N:12][C:13]([C:48]4[CH:49]=[CH:50][CH:51]=[C:46]([N:42]5[CH2:43][CH2:44][O:45][CH:40]([C:38](=[O:39])[N:37]([CH3:36])[CH3:61])[CH2:41]5)[CH:47]=4)=[CH:14][CH:15]=[C:10]3[N:9]=2)=[CH:6][CH:5]=[CH:4][N:3]=1. (10) Given the reactants Br[C:2]1[CH:8]=[CH:7][C:6]([Cl:9])=[CH:5][C:3]=1[NH2:4].[F:10][C:11]1[CH:16]=[CH:15][C:14](B(O)O)=[CH:13][CH:12]=1.C(=O)([O-])[O-].[Cs+].[Cs+], predict the reaction product. The product is: [Cl:9][C:6]1[CH:5]=[C:3]([NH2:4])[C:2]([C:14]2[CH:15]=[CH:16][C:11]([F:10])=[CH:12][CH:13]=2)=[CH:8][CH:7]=1.